Dataset: Full USPTO retrosynthesis dataset with 1.9M reactions from patents (1976-2016). Task: Predict the reactants needed to synthesize the given product. (1) Given the product [O:12]1[C:13]2[CH:19]=[CH:18][CH:17]=[CH:16][C:14]=2[NH:15][C:11]1=[C:8]([C:9]#[N:10])[C:6]1[CH:5]=[CH:4][N:3]=[C:2]([NH:1][C:28]([CH:25]2[CH2:26][CH2:27][N:22]([CH3:21])[CH2:23][CH2:24]2)=[O:29])[N:7]=1, predict the reactants needed to synthesize it. The reactants are: [NH2:1][C:2]1[N:7]=[C:6]([C:8](=[C:11]2[NH:15][C:14]3[CH:16]=[CH:17][CH:18]=[CH:19][C:13]=3[O:12]2)[C:9]#[N:10])[CH:5]=[CH:4][N:3]=1.Cl.[CH3:21][N:22]1[CH2:27][CH2:26][CH:25]([C:28](O)=[O:29])[CH2:24][CH2:23]1.[I-].ClC1C=CC=C[N+]=1C.CCN(C(C)C)C(C)C. (2) Given the product [C:21]1([C:2]2[N:7]=[C:6]([N:8]3[CH2:13][CH2:12][N:11]([C:14]([O:16][C:17]([CH3:20])([CH3:19])[CH3:18])=[O:15])[CH2:10][CH2:9]3)[CH:5]=[CH:4][CH:3]=2)[CH:26]=[CH:25][CH:24]=[CH:23][CH:22]=1, predict the reactants needed to synthesize it. The reactants are: Br[C:2]1[N:7]=[C:6]([N:8]2[CH2:13][CH2:12][N:11]([C:14]([O:16][C:17]([CH3:20])([CH3:19])[CH3:18])=[O:15])[CH2:10][CH2:9]2)[CH:5]=[CH:4][CH:3]=1.[C:21]1(B(O)O)[CH:26]=[CH:25][CH:24]=[CH:23][CH:22]=1.C(=O)([O-])[O-].[Na+].[Na+].